Dataset: Reaction yield outcomes from USPTO patents with 853,638 reactions. Task: Predict the reaction yield, written as a fraction of the theoretical maximum amount of product (1.0 means a 100% yield; for example, 0.34 means a 34% yield). (1) The reactants are [CH3:1][N:2]1[CH2:7][CH2:6][N:5]([C:8]2[C:16]3[C:11](=[CH:12][C:13]([C:17]([O-:19])=O)=[CH:14][CH:15]=3)[NH:10][N:9]=2)[CH2:4][CH2:3]1.[Li+].C(Cl)CCl.C1C=CC2N(O)N=NC=2C=1.CCN(CC)CC.[F:42][C:43]([F:53])([F:52])[C:44]1[CH:51]=[CH:50][C:47]([CH2:48][NH2:49])=[CH:46][CH:45]=1. The catalyst is CN(C=O)C.C(OCC)(=O)C. The product is [F:42][C:43]([F:52])([F:53])[C:44]1[CH:51]=[CH:50][C:47]([CH2:48][NH:49][C:17]([C:13]2[CH:12]=[C:11]3[C:16]([C:8]([N:5]4[CH2:4][CH2:3][N:2]([CH3:1])[CH2:7][CH2:6]4)=[N:9][NH:10]3)=[CH:15][CH:14]=2)=[O:19])=[CH:46][CH:45]=1. The yield is 0.280. (2) The reactants are C(Br)C.[Mg].[CH3:5][C:6]([OH:10])([C:8]#[CH:9])[CH3:7].[CH3:11][CH:12]([CH2:16]/[CH:17]=[CH:18]\[CH2:19][CH2:20][CH3:21])[CH2:13][CH2:14][OH:15]. The catalyst is O1CCCC1. The product is [CH3:5][C:6]([OH:10])([C:8]#[C:9][CH:14]([OH:15])[CH2:13][CH:12]([CH3:11])[CH2:16]/[CH:17]=[CH:18]\[CH2:19][CH2:20][CH3:21])[CH3:7]. The yield is 0.770.